This data is from Forward reaction prediction with 1.9M reactions from USPTO patents (1976-2016). The task is: Predict the product of the given reaction. (1) Given the reactants Cl.[Cl:2][C:3]1[C:7]([Cl:8])=[C:6]([CH3:9])[NH:5][C:4]=1[C:10]([NH:12][CH:13]1[CH2:18][CH2:17][NH:16][CH2:15][CH2:14]1)=[O:11].Br[C:20]1[S:21][CH:22]=[CH:23][N:24]=1.C(N(CC)C(C)C)(C)C, predict the reaction product. The product is: [Cl:2][C:3]1[C:7]([Cl:8])=[C:6]([CH3:9])[NH:5][C:4]=1[C:10]([NH:12][CH:13]1[CH2:18][CH2:17][N:16]([C:20]2[S:21][CH:22]=[CH:23][N:24]=2)[CH2:15][CH2:14]1)=[O:11]. (2) Given the reactants [C:1](Cl)(=[O:3])[CH3:2].Cl.[NH:6]1[CH2:11][CH2:10][CH:9]([O:12][C@@H:13]2[CH2:18][CH2:17][C@H:16]([C:19]([O:21][C:22]([CH3:25])([CH3:24])[CH3:23])=[O:20])[C@@H:15]([C:26]([O:28][CH3:29])=[O:27])[CH2:14]2)[CH2:8][CH2:7]1.CN1CCOCC1, predict the reaction product. The product is: [C:1]([N:6]1[CH2:11][CH2:10][CH:9]([O:12][C@@H:13]2[CH2:18][CH2:17][C@H:16]([C:19]([O:21][C:22]([CH3:23])([CH3:24])[CH3:25])=[O:20])[C@@H:15]([C:26]([O:28][CH3:29])=[O:27])[CH2:14]2)[CH2:8][CH2:7]1)(=[O:3])[CH3:2]. (3) The product is: [CH:25]1([CH3:24])[CH2:26][CH2:27][CH:28]([CH:32]([CH3:33])[CH3:34])[CH:29]([OH:31])[CH2:30]1. Given the reactants C(O)[C@H]1O[C@H](O[C@H]2O[C@H](CO)[C@@H](O)[C@H](O)[C@H]2O)[C@H](O)[C@@H](O)[C@@H]1O.[CH3:24][C@H:25]1[CH2:30][C@@H:29]([OH:31])[C@H:28]([CH:32]([CH3:34])[CH3:33])[CH2:27][CH2:26]1, predict the reaction product. (4) Given the reactants CO[C:3]([C:5]1[S:9][C:8]([CH2:10][CH2:11][C:12]2[C:13]([CH2:18][CH2:19][CH2:20][CH3:21])=[N:14][O:15][C:16]=2[CH3:17])=[N:7][C:6]=1[CH3:22])=[O:4].[NH2:23][C@H:24]([CH2:26][OH:27])[CH3:25], predict the reaction product. The product is: [OH:27][CH2:26][C@@H:24]([NH:23][C:3]([C:5]1[S:9][C:8]([CH2:10][CH2:11][C:12]2[C:13]([CH2:18][CH2:19][CH2:20][CH3:21])=[N:14][O:15][C:16]=2[CH3:17])=[N:7][C:6]=1[CH3:22])=[O:4])[CH3:25]. (5) Given the reactants C([O-])=O.[NH4+].[C:5]([O:9][C:10]([NH:12][CH:13]1[CH:18]([N:19]2[C:27](=[O:28])[C:26]3[C:21](=[CH:22][CH:23]=[CH:24][CH:25]=3)[C:20]2=[O:29])[CH2:17][CH2:16][N:15](C(OCC2C=CC=CC=2)=O)[CH2:14]1)=[O:11])([CH3:8])([CH3:7])[CH3:6], predict the reaction product. The product is: [O:29]=[C:20]1[C:21]2[C:26](=[CH:25][CH:24]=[CH:23][CH:22]=2)[C:27](=[O:28])[N:19]1[CH:18]1[CH2:17][CH2:16][NH:15][CH2:14][CH:13]1[NH:12][C:10](=[O:11])[O:9][C:5]([CH3:7])([CH3:6])[CH3:8]. (6) The product is: [CH3:10][N:11]1[C:19]2[C:14](=[C:15]([CH:20]([NH2:1])[CH3:21])[CH:16]=[CH:17][CH:18]=2)[CH:13]=[CH:12]1. Given the reactants [N:1]1C=CC=C(C(N)C)C=1.[CH3:10][N:11]1[C:19]2[C:14](=[C:15]([C:20](=O)[CH3:21])[CH:16]=[CH:17][CH:18]=2)[CH:13]=[CH:12]1.N.CO.C([BH3-])#N.[Na+], predict the reaction product. (7) Given the reactants Cl[C:2]1[C:3](=[O:24])[N:4]([CH2:19][C@@H:20]([CH3:23])[CH2:21][CH3:22])[C:5]([C:9]2[C:14]([F:15])=[CH:13][C:12]([O:16][CH3:17])=[CH:11][C:10]=2[F:18])=[C:6]([Cl:8])[N:7]=1.[CH3:25][N:26]1[CH:30]=[CH:29][C:28]([Sn](CCCC)(CCCC)CCCC)=[N:27]1, predict the reaction product. The product is: [Cl:8][C:6]1[N:7]=[C:2]([C:28]2[CH:29]=[CH:30][N:26]([CH3:25])[N:27]=2)[C:3](=[O:24])[N:4]([CH2:19][C@@H:20]([CH3:23])[CH2:21][CH3:22])[C:5]=1[C:9]1[C:14]([F:15])=[CH:13][C:12]([O:16][CH3:17])=[CH:11][C:10]=1[F:18].